From a dataset of Forward reaction prediction with 1.9M reactions from USPTO patents (1976-2016). Predict the product of the given reaction. Given the reactants C([NH:5][S:6]([C:9]1[CH:10]=[N:11][CH:12]=[C:13]([C:15]2[C:24]3[C:19](=[C:20]([C:25]4[CH:30]=[CH:29][CH:28]=[CH:27][CH:26]=4)[CH:21]=[CH:22][CH:23]=3)[C:18]([NH:31][C:32]3[CH:37]=[CH:36][CH:35]=[C:34]([F:38])[CH:33]=3)=[N:17][N:16]=2)[CH:14]=1)(=[O:8])=[O:7])(C)(C)C.C(O)(C(F)(F)F)=O, predict the reaction product. The product is: [F:38][C:34]1[CH:33]=[C:32]([NH:31][C:18]2[C:19]3[C:24](=[CH:23][CH:22]=[CH:21][C:20]=3[C:25]3[CH:26]=[CH:27][CH:28]=[CH:29][CH:30]=3)[C:15]([C:13]3[CH:14]=[C:9]([S:6]([NH2:5])(=[O:7])=[O:8])[CH:10]=[N:11][CH:12]=3)=[N:16][N:17]=2)[CH:37]=[CH:36][CH:35]=1.